Dataset: Full USPTO retrosynthesis dataset with 1.9M reactions from patents (1976-2016). Task: Predict the reactants needed to synthesize the given product. (1) Given the product [Cl:32][C:29]1[CH:30]=[CH:31][C:26]([O:25][CH2:24][CH2:23][N:5]2[CH2:6][CH2:7][N:2]([C:8]([O:10][CH2:11][C:12]([NH:14][CH3:15])=[O:13])=[O:9])[CH2:3][CH2:4]2)=[CH:27][CH:28]=1, predict the reactants needed to synthesize it. The reactants are: Cl.[N:2]1([C:8]([O:10][CH2:11][C:12]([NH:14][CH3:15])=[O:13])=[O:9])[CH2:7][CH2:6][NH:5][CH2:4][CH2:3]1.C(=O)([O-])[O-].[K+].[K+].Br[CH2:23][CH2:24][O:25][C:26]1[CH:31]=[CH:30][C:29]([Cl:32])=[CH:28][CH:27]=1. (2) The reactants are: [Cl:1][C:2]1[C:3]([NH:23][C:24]2[CH:28]=[C:27]([CH3:29])[NH:26][N:25]=2)=[N:4][C:5]([NH:8][C:9]2[CH:14]=[C:13]([CH3:15])[C:12]([CH:16]3[CH2:21][CH2:20][NH:19][CH2:18][CH2:17]3)=[CH:11][C:10]=2[F:22])=[N:6][CH:7]=1.C([O-])([O-])=O.[Cs+].[Cs+].Cl[CH2:37][C:38]#[N:39].[NH4+].[Cl-]. Given the product [Cl:1][C:2]1[C:3]([NH:23][C:24]2[CH:28]=[C:27]([CH3:29])[NH:26][N:25]=2)=[N:4][C:5]([NH:8][C:9]2[C:10]([F:22])=[CH:11][C:12]([CH:16]3[CH2:17][CH2:18][N:19]([CH2:37][C:38]#[N:39])[CH2:20][CH2:21]3)=[C:13]([CH3:15])[CH:14]=2)=[N:6][CH:7]=1, predict the reactants needed to synthesize it. (3) Given the product [OH:11][C:8]1[CH:9]=[C:10]2[C:5]([CH2:4][CH2:3][N:2]([C:17]([O:16][C:12]([CH3:15])([CH3:14])[CH3:13])=[O:18])[CH2:1]2)=[CH:6][CH:7]=1, predict the reactants needed to synthesize it. The reactants are: [CH2:1]1[C:10]2[C:5](=[CH:6][CH:7]=[C:8]([OH:11])[CH:9]=2)[CH2:4][CH2:3][NH:2]1.[C:12]([O:16][C:17](O[C:17]([O:16][C:12]([CH3:15])([CH3:14])[CH3:13])=[O:18])=[O:18])([CH3:15])([CH3:14])[CH3:13].CCOC(C)=O.CCCCCC. (4) The reactants are: Br[C:2]1[CH:7]=[CH:6][C:5]([O:8][C:9]([F:12])([F:11])[F:10])=[CH:4][C:3]=1[F:13].[CH3:14][C:15]1([CH3:31])[C:19]([CH3:21])([CH3:20])[O:18][B:17]([B:17]2[O:18][C:19]([CH3:21])([CH3:20])[C:15]([CH3:31])([CH3:14])[O:16]2)[O:16]1.C([O-])(=O)C.[K+]. Given the product [F:13][C:3]1[CH:4]=[C:5]([O:8][C:9]([F:12])([F:11])[F:10])[CH:6]=[CH:7][C:2]=1[B:17]1[O:18][C:19]([CH3:21])([CH3:20])[C:15]([CH3:31])([CH3:14])[O:16]1, predict the reactants needed to synthesize it. (5) Given the product [C:28]1([C:19]2[CH:20]=[CH:21][CH:22]=[CH:23][CH:24]=2)[CH:29]=[CH:30][C:31]([C:6]([N:8]2[CH2:12][C:11](=[N:13][O:14][CH3:15])[CH2:10][C@H:9]2[C:16]([NH:34][CH2:35][CH2:36][CH2:37][C:38]([OH:40])=[O:39])=[O:18])=[O:7])=[CH:32][CH:33]=1, predict the reactants needed to synthesize it. The reactants are: C(O[C:6]([N:8]1[CH2:12][C:11](=[N:13][O:14][CH3:15])[CH2:10][C@H:9]1[C:16]([OH:18])=O)=[O:7])(C)(C)C.[C:19]1([C:28]2[CH:33]=[CH:32][CH:31]=[CH:30][CH:29]=2)[CH:24]=[CH:23][C:22](C(Cl)=O)=[CH:21][CH:20]=1.[NH2:34][CH2:35][CH2:36][CH2:37][C:38]([OH:40])=[O:39]. (6) Given the product [CH3:20][O:21][C:22]1[CH:29]=[CH:28][C:25]([CH2:26][N:9]2[C:10]3[N:1]=[C:2]([CH2:11][CH2:12][OH:13])[CH:3]=[CH:4][C:5]=3[CH2:6][CH2:7][CH2:8]2)=[CH:24][CH:23]=1, predict the reactants needed to synthesize it. The reactants are: [N:1]1[C:10]2[NH:9][CH2:8][CH2:7][CH2:6][C:5]=2[CH:4]=[CH:3][C:2]=1[CH2:11][CH2:12][OH:13].C([O-])([O-])=O.[K+].[K+].[CH3:20][O:21][C:22]1[CH:29]=[CH:28][C:25]([CH2:26]Cl)=[CH:24][CH:23]=1. (7) Given the product [C:30]([NH:29][S:26]([C:23]1[CH:22]=[CH:21][C:20]([C:18](=[O:19])/[CH:17]=[CH:16]/[C:4]2[CH:5]=[C:6]([N:11]3[CH2:15][CH2:14][CH2:13][CH2:12]3)[C:7]([O:9][CH3:10])=[CH:8][C:3]=2[O:2][CH3:1])=[CH:25][CH:24]=1)(=[O:28])=[O:27])(=[O:34])[CH2:31][CH2:32][CH3:33], predict the reactants needed to synthesize it. The reactants are: [CH3:1][O:2][C:3]1[CH:8]=[C:7]([O:9][CH3:10])[C:6]([N:11]2[CH2:15][CH2:14][CH2:13][CH2:12]2)=[CH:5][C:4]=1/[CH:16]=[CH:17]/[C:18]([C:20]1[CH:25]=[CH:24][C:23]([S:26]([NH2:29])(=[O:28])=[O:27])=[CH:22][CH:21]=1)=[O:19].[C:30](O[C:30](=[O:34])[CH2:31][CH2:32][CH3:33])(=[O:34])[CH2:31][CH2:32][CH3:33].C(N(CC)CC)C. (8) Given the product [Cl:26][C:27]1[S:31][C:30]([NH:32][C:22]([C@H:4]2[C@H:5]3[N:6]([C:7]4[CH:14]=[CH:13][C:12]([N:15]5[CH2:20][CH2:19][O:18][CH2:17][C:16]5=[O:21])=[CH:11][C:8]=4[O:9][CH2:10]3)[C:2](=[O:1])[O:3]2)=[O:24])=[CH:29][CH:28]=1, predict the reactants needed to synthesize it. The reactants are: [O:1]=[C:2]1[N:6]2[C:7]3[CH:14]=[CH:13][C:12]([N:15]4[CH2:20][CH2:19][O:18][CH2:17][C:16]4=[O:21])=[CH:11][C:8]=3[O:9][CH2:10][C@H:5]2[C@H:4]([C:22]([OH:24])=O)[O:3]1.Cl.[Cl:26][C:27]1[S:31][C:30]([NH2:32])=[CH:29][CH:28]=1.CN(C(ON1N=NC2C=CC=NC1=2)=[N+](C)C)C.F[P-](F)(F)(F)(F)F. (9) Given the product [Cl:10][C:11]1[N:16]=[C:15]([NH:17][C:2]2[CH:7]=[C:6]([CH3:8])[CH:5]=[C:4]([CH3:9])[CH:3]=2)[C:14]([CH3:18])=[CH:13][N:12]=1, predict the reactants needed to synthesize it. The reactants are: Br[C:2]1[CH:7]=[C:6]([CH3:8])[CH:5]=[C:4]([CH3:9])[CH:3]=1.[Cl:10][C:11]1[N:16]=[C:15]([NH2:17])[C:14]([CH3:18])=[CH:13][N:12]=1.CC1(C)C2C(=C(P(C3C=CC=CC=3)C3C=CC=CC=3)C=CC=2)OC2C(P(C3C=CC=CC=3)C3C=CC=CC=3)=CC=CC1=2.CC(C)([O-])C.[K+].